Task: Regression. Given two drug SMILES strings and cell line genomic features, predict the synergy score measuring deviation from expected non-interaction effect.. Dataset: NCI-60 drug combinations with 297,098 pairs across 59 cell lines (1) Drug 1: C1C(C(OC1N2C=C(C(=O)NC2=O)F)CO)O. Drug 2: CC1C(C(CC(O1)OC2CC(OC(C2O)C)OC3=CC4=CC5=C(C(=O)C(C(C5)C(C(=O)C(C(C)O)O)OC)OC6CC(C(C(O6)C)O)OC7CC(C(C(O7)C)O)OC8CC(C(C(O8)C)O)(C)O)C(=C4C(=C3C)O)O)O)O. Cell line: SN12C. Synergy scores: CSS=67.2, Synergy_ZIP=-1.46, Synergy_Bliss=-0.930, Synergy_Loewe=-38.6, Synergy_HSA=-1.75. (2) Drug 1: CC(C1=C(C=CC(=C1Cl)F)Cl)OC2=C(N=CC(=C2)C3=CN(N=C3)C4CCNCC4)N. Drug 2: CC1=C(C(=O)C2=C(C1=O)N3CC4C(C3(C2COC(=O)N)OC)N4)N. Cell line: EKVX. Synergy scores: CSS=17.6, Synergy_ZIP=-0.983, Synergy_Bliss=4.26, Synergy_Loewe=3.03, Synergy_HSA=2.99.